This data is from Forward reaction prediction with 1.9M reactions from USPTO patents (1976-2016). The task is: Predict the product of the given reaction. Given the reactants Cl[C:2]1[C:11]2=[N:12][N:13](CC3C=CC(OC)=CC=3)[CH:14]=[C:10]2[C:9]2[CH:8]=[C:7]([OH:24])[CH:6]=[CH:5][C:4]=2[N:3]=1.[NH2:25][C:26]1[CH:27]=[C:28]([CH:32]=[CH:33][CH:34]=1)[C:29]([OH:31])=[O:30].Cl, predict the reaction product. The product is: [OH:24][C:7]1[CH:6]=[CH:5][C:4]2[N:3]=[C:2]([NH:25][C:26]3[CH:27]=[C:28]([CH:32]=[CH:33][CH:34]=3)[C:29]([OH:31])=[O:30])[C:11]3=[N:12][NH:13][CH:14]=[C:10]3[C:9]=2[CH:8]=1.